From a dataset of Catalyst prediction with 721,799 reactions and 888 catalyst types from USPTO. Predict which catalyst facilitates the given reaction. (1) Reactant: OC(C(F)(F)F)=O.[CH:8]([N:11]1[C:15]([C:16]2[S:17][C:18]3[CH2:19][CH2:20][O:21][C:22]4[CH:29]=[C:28]([CH:30]5[CH2:35][CH2:34][NH:33][CH2:32][CH2:31]5)[CH:27]=[CH:26][C:23]=4[C:24]=3[N:25]=2)=[N:14][CH:13]=[N:12]1)([CH3:10])[CH3:9].C(=O)([O-])[O-].[K+].[K+].Cl[CH2:43][C:44]([N:46]([CH3:48])[CH3:47])=[O:45]. Product: [CH:8]([N:11]1[C:15]([C:16]2[S:17][C:18]3[CH2:19][CH2:20][O:21][C:22]4[CH:29]=[C:28]([CH:30]5[CH2:35][CH2:34][N:33]([CH2:43][C:44]([N:46]([CH3:48])[CH3:47])=[O:45])[CH2:32][CH2:31]5)[CH:27]=[CH:26][C:23]=4[C:24]=3[N:25]=2)=[N:14][CH:13]=[N:12]1)([CH3:10])[CH3:9]. The catalyst class is: 677. (2) Reactant: [CH2:1]([O:8][CH2:9][CH:10]([CH2:13][OH:14])[CH2:11]O)[C:2]1[CH:7]=[CH:6][CH:5]=[CH:4][CH:3]=1.C([Li])CCC.CCCCCC.C1(C)C=CC(S(Cl)(=O)=O)=CC=1.CC(C)([O-])C.[K+]. Product: [CH2:1]([O:8][CH2:9][CH:10]1[CH2:11][O:14][CH2:13]1)[C:2]1[CH:3]=[CH:4][CH:5]=[CH:6][CH:7]=1. The catalyst class is: 30. (3) Product: [CH3:1][CH:2]1[C:10]2[C:5](=[CH:6][CH:7]=[CH:8][CH:9]=2)[NH:4][CH2:3]1. Reactant: [CH3:1][C:2]1[C:10]2[C:5](=[CH:6][CH:7]=[CH:8][CH:9]=2)[NH:4][CH:3]=1.C([BH3-])#N.[Na+]. The catalyst class is: 15. (4) The catalyst class is: 15. Reactant: [F:1][C:2]1[CH:9]=[C:8]([F:10])[C:7]([F:11])=[CH:6][C:3]=1[CH:4]=O.C([O-])(=O)C.[NH4+].[N+:17]([CH3:20])([O-:19])=[O:18]. Product: [F:11][C:7]1[CH:6]=[C:3](/[CH:4]=[CH:20]/[N+:17]([O-:19])=[O:18])[C:2]([F:1])=[CH:9][C:8]=1[F:10]. (5) Reactant: [CH3:1][O:2][C:3](=[O:66])[C@@H:4]([NH:20][C:21]([CH:23]1[CH2:32][C:31]2[CH:30]=[C:29]3[O:33][CH2:34][C@H:35]([C:37]4[CH:42]=[CH:41][C:40]([O:43][CH2:44][C:45]5[CH:50]=[CH:49][C:48]([Cl:51])=[C:47]([Cl:52])[CH:46]=5)=[CH:39][CH:38]=4)[O:36][C:28]3=[CH:27][C:26]=2[CH2:25][N:24]1[S:53]([C:56]1[S:60][C:59]([NH:61]C(=O)C)=[N:58][C:57]=1[CH3:65])(=[O:55])=[O:54])=[O:22])[CH2:5][C:6]1[CH:11]=[CH:10][C:9]([C:12]2[CH:17]=[CH:16][C:15]([C:18]#[N:19])=[CH:14][CH:13]=2)=[CH:8][CH:7]=1.Cl. Product: [CH3:1][O:2][C:3](=[O:66])[C@@H:4]([NH:20][C:21]([CH:23]1[CH2:32][C:31]2[CH:30]=[C:29]3[O:33][CH2:34][C@H:35]([C:37]4[CH:38]=[CH:39][C:40]([O:43][CH2:44][C:45]5[CH:50]=[CH:49][C:48]([Cl:51])=[C:47]([Cl:52])[CH:46]=5)=[CH:41][CH:42]=4)[O:36][C:28]3=[CH:27][C:26]=2[CH2:25][N:24]1[S:53]([C:56]1[S:60][C:59]([NH2:61])=[N:58][C:57]=1[CH3:65])(=[O:55])=[O:54])=[O:22])[CH2:5][C:6]1[CH:7]=[CH:8][C:9]([C:12]2[CH:17]=[CH:16][C:15]([C:18]#[N:19])=[CH:14][CH:13]=2)=[CH:10][CH:11]=1. The catalyst class is: 71.